This data is from Full USPTO retrosynthesis dataset with 1.9M reactions from patents (1976-2016). The task is: Predict the reactants needed to synthesize the given product. (1) Given the product [CH2:1]([O:3][C:4]1[CH:21]=[CH:20][CH:19]=[CH:18][C:5]=1[O:6][C@@H:7]([C:12]1[CH:13]=[CH:14][CH:15]=[CH:16][CH:17]=1)[C@H:8]([O:11][S:28]([CH3:27])(=[O:30])=[O:29])[CH2:9][OH:10])[CH3:2], predict the reactants needed to synthesize it. The reactants are: [CH2:1]([O:3][C:4]1[CH:21]=[CH:20][CH:19]=[CH:18][C:5]=1[O:6][C@@H:7]([C:12]1[CH:17]=[CH:16][CH:15]=[CH:14][CH:13]=1)[C@H:8]([OH:11])[CH2:9][OH:10])[CH3:2].C[Si](Cl)(C)C.[CH3:27][S:28](Cl)(=[O:30])=[O:29].Cl. (2) The reactants are: [Cl:1][C:2]1[CH:17]=[CH:16][C:5]([CH2:6][N:7]2[CH2:12][C@H:11]([CH3:13])[CH:10]([NH2:14])[CH2:9][C@H:8]2[CH3:15])=[CH:4][CH:3]=1.ClC1C=CC(CN2C[C@@H](C)C(=NO)C[C@@H]2C)=CC=1. Given the product [Cl:1][C:2]1[CH:17]=[CH:16][C:5]([CH2:6][N:7]2[CH2:12][C@@H:11]([CH3:13])[CH:10]([NH2:14])[CH2:9][C@@H:8]2[CH3:15])=[CH:4][CH:3]=1, predict the reactants needed to synthesize it. (3) The reactants are: [NH2:1][C:2]1[C:7]([C:8]([C:10]2[CH:15]=[C:14]([F:16])[CH:13]=[CH:12][C:11]=2[O:17][CH3:18])=[O:9])=[CH:6][N:5]=[C:4]([NH:19][CH:20]2[CH2:25][CH2:24][NH:23][CH2:22][CH2:21]2)[N:3]=1.Br[CH2:27][O:28][C:29](=[O:31])[CH3:30].O. Given the product [CH3:27][O:28][C:29](=[O:31])[CH2:30][N:23]1[CH2:22][CH2:21][CH:20]([NH:19][C:4]2[N:3]=[C:2]([NH2:1])[C:7]([C:8](=[O:9])[C:10]3[CH:15]=[C:14]([F:16])[CH:13]=[CH:12][C:11]=3[O:17][CH3:18])=[CH:6][N:5]=2)[CH2:25][CH2:24]1, predict the reactants needed to synthesize it. (4) The reactants are: Br[C:2]1[CH:11]=[C:10]2[C:5]([CH:6]=[CH:7][N:8]([CH2:13][C:14]3[CH:15]=[C:16]([CH:19]=[CH:20][CH:21]=3)[C:17]#[N:18])[C:9]2=[O:12])=[CH:4][CH:3]=1.[C:22]1([CH2:28][C:29]#[CH:30])[CH:27]=[CH:26][CH:25]=[CH:24][CH:23]=1.C(N(CC)CC)C. Given the product [O:12]=[C:9]1[C:10]2[C:5](=[CH:4][CH:3]=[C:2]([C:30]#[C:29][CH2:28][C:22]3[CH:27]=[CH:26][CH:25]=[CH:24][CH:23]=3)[CH:11]=2)[CH:6]=[CH:7][N:8]1[CH2:13][C:14]1[CH:15]=[C:16]([CH:19]=[CH:20][CH:21]=1)[C:17]#[N:18], predict the reactants needed to synthesize it. (5) The reactants are: Cl.[CH3:2][O:3][N:4]1[C:9](=[O:10])[C:8]2[CH2:11][NH:12][CH2:13][CH2:14][C:7]=2[NH:6][C:5]1=[O:15].C(N(CC)CC)C.[Cl:23][C:24]1[CH:32]=[CH:31][C:27]([C:28](Cl)=[O:29])=[CH:26][CH:25]=1.O. Given the product [Cl:23][C:24]1[CH:32]=[CH:31][C:27]([C:28]([N:12]2[CH2:13][CH2:14][C:7]3[NH:6][C:5](=[O:15])[N:4]([O:3][CH3:2])[C:9](=[O:10])[C:8]=3[CH2:11]2)=[O:29])=[CH:26][CH:25]=1, predict the reactants needed to synthesize it. (6) Given the product [Cl:31][C:32]1[CH:33]=[C:30]([CH:35]=[CH:36][C:37]=1[F:38])[CH2:28][NH:24][C:25]([C:9]1[C:10](=[O:18])[C:11]([O:16][CH3:17])=[C:12]2[C:14](=[O:15])[N:3]([CH2:1][CH3:2])[C@H:4]([O:20][CH3:21])[C@@H:5]3[CH2:6][CH2:7][C:8]=1[N:13]23)=[O:43], predict the reactants needed to synthesize it. The reactants are: [CH2:1]([N:3]1[C:14](=[O:15])[C:12]2[N:13]3[C:8](=[C:9](I)[C:10](=[O:18])[C:11]=2[O:16][CH3:17])[CH2:7][CH2:6][C@H:5]3[C@@H:4]1[O:20][CH3:21])[CH3:2].CC[N:24]([CH:28]([CH3:30])C)[CH:25](C)C.[Cl:31][C:32]1[CH:33]=C(CN)[CH:35]=[CH:36][C:37]=1[F:38].CS(C)=[O:43]. (7) Given the product [O:1]=[C:2]1[CH2:7][CH2:6][N:5]([C:8]([O:10][CH3:11])=[O:9])[CH:4]([CH2:12][CH2:13][C:14]2[CH:15]=[CH:16][CH:17]=[CH:18][CH:19]=2)[CH2:3]1, predict the reactants needed to synthesize it. The reactants are: [O:1]=[C:2]1[CH:7]=[CH:6][N:5]([C:8]([O:10][CH3:11])=[O:9])[CH:4]([CH2:12][CH2:13][C:14]2[CH:19]=[CH:18][CH:17]=[CH:16][CH:15]=2)[CH2:3]1. (8) Given the product [Br:22][CH2:3][CH2:4][CH2:5][C:6]([CH3:21])([CH3:15])[CH2:7][O:8][CH:9]1[CH2:14][CH2:13][CH2:12][CH2:11][O:10]1, predict the reactants needed to synthesize it. The reactants are: BrC[CH2:3][CH2:4][CH2:5][C:6]([CH3:21])([C:15]1C=CC=CC=1)[CH2:7][O:8][CH:9]1[CH2:14][CH2:13][CH2:12][CH2:11][O:10]1.[Br:22]CCCC(C)(C)CO.O1C=CCCC1.